Dataset: Full USPTO retrosynthesis dataset with 1.9M reactions from patents (1976-2016). Task: Predict the reactants needed to synthesize the given product. Given the product [F:22][C:8]([F:7])([F:21])[C:9]1[CH:10]=[CH:11][C:12]2[CH:16]=[C:1]([C:2]([Cl:4])=[O:3])[S:14][C:13]=2[CH:20]=1, predict the reactants needed to synthesize it. The reactants are: [C:1](Cl)(=O)[C:2]([Cl:4])=[O:3].[F:7][C:8]([F:22])([F:21])[C:9]1[CH:10]=[CH:11][C:12]2[CH:16]=C(C(O)=O)[S:14][C:13]=2[CH:20]=1.